From a dataset of Full USPTO retrosynthesis dataset with 1.9M reactions from patents (1976-2016). Predict the reactants needed to synthesize the given product. (1) Given the product [Cl:8][C:5]1[CH:6]=[C:7]([I:10])[C:2]([NH2:1])=[N:3][CH:4]=1, predict the reactants needed to synthesize it. The reactants are: [NH2:1][C:2]1[CH:7]=[CH:6][C:5]([Cl:8])=[CH:4][N:3]=1.Cl[I:10].[OH-].[Na+]. (2) The reactants are: Cl[C:2]1[CH:7]=[CH:6][N:5]=[C:4]([NH:8][C:9]2[CH:14]=[C:13]([N:15]3[CH2:20][CH2:19][O:18][CH2:17][CH2:16]3)[CH:12]=[C:11]([N:21]3[CH2:26][CH2:25][O:24][CH2:23][CH2:22]3)[CH:10]=2)[N:3]=1.[NH2:27][C:28]1[CH:36]=[CH:35][CH:34]=[C:33]2[C:29]=1[CH:30]=[N:31][NH:32]2. Given the product [N:21]1([C:11]2[CH:10]=[C:9]([NH:8][C:4]3[N:3]=[C:2]([NH:27][C:28]4[CH:36]=[CH:35][CH:34]=[C:33]5[C:29]=4[CH:30]=[N:31][NH:32]5)[CH:7]=[CH:6][N:5]=3)[CH:14]=[C:13]([N:15]3[CH2:20][CH2:19][O:18][CH2:17][CH2:16]3)[CH:12]=2)[CH2:26][CH2:25][O:24][CH2:23][CH2:22]1, predict the reactants needed to synthesize it.